Dataset: Reaction yield outcomes from USPTO patents with 853,638 reactions. Task: Predict the reaction yield, written as a fraction of the theoretical maximum amount of product (1.0 means a 100% yield; for example, 0.34 means a 34% yield). (1) The reactants are [CH2:1]([O:8][NH:9][C@H:10]1[CH2:15][N:14]([C:16]([O:18][C:19]([CH3:22])([CH3:21])[CH3:20])=[O:17])[C@H:13]([C:23]([OH:25])=[O:24])[CH2:12][CH2:11]1)[C:2]1[CH:7]=[CH:6][CH:5]=[CH:4][CH:3]=1.[N+:26]([C:29]1[CH:34]=[CH:33][C:32](O)=[CH:31][CH:30]=1)([O-:28])=[O:27].Cl.C(N=C=NCCCN(C)C)C. The catalyst is ClCCl.CN(C)C1C=CN=CC=1.C(OCC)(=O)C. The product is [CH2:1]([O:8][NH:9][C@H:10]1[CH2:15][N:14]([C:16]([O:18][C:19]([CH3:21])([CH3:22])[CH3:20])=[O:17])[C@H:13]([C:23]([O:25][C:32]2[CH:33]=[CH:34][C:29]([N+:26]([O-:28])=[O:27])=[CH:30][CH:31]=2)=[O:24])[CH2:12][CH2:11]1)[C:2]1[CH:3]=[CH:4][CH:5]=[CH:6][CH:7]=1. The yield is 0.800. (2) The product is [ClH:33].[CH2:3]([O:10][C:11]1[CH:12]=[C:13]([CH2:17][CH2:18][N:19]([CH2:31][CH:28]2[CH2:29][CH2:30][O:26][CH2:27]2)[CH2:20][C:21]([N:23]([CH3:24])[CH3:25])=[O:22])[CH:14]=[CH:15][CH:16]=1)[C:4]1[CH:9]=[CH:8][CH:7]=[CH:6][CH:5]=1. The reactants are [BH4-].[Na+].[CH2:3]([O:10][C:11]1[CH:12]=[C:13]([CH2:17][CH2:18][NH:19][CH2:20][C:21]([N:23]([CH3:25])[CH3:24])=[O:22])[CH:14]=[CH:15][CH:16]=1)[C:4]1[CH:9]=[CH:8][CH:7]=[CH:6][CH:5]=1.[O:26]1[CH2:30][CH2:29][CH:28]([CH:31]=O)[CH2:27]1.[Cl-:33].[NH4+]. The yield is 0.800. The catalyst is ClCCCl. (3) The reactants are C1([Li])C=CC=CC=1.[Br-].[O:9]([CH2:27][C:28]1[CH:53]=[CH:52][C:31]([CH2:32][P+](C2C=CC=CC=2)(C2C=CC=CC=2)C2C=CC=CC=2)=[CH:30][CH:29]=1)[Si:10]([C:23]([CH3:26])([CH3:25])[CH3:24])([C:17]1[CH:22]=[CH:21][CH:20]=[CH:19][CH:18]=1)[C:11]1[CH:16]=[CH:15][CH:14]=[CH:13][CH:12]=1.[CH2:54]([N:58]([CH2:69][CH2:70][CH2:71][CH3:72])[C:59]1[CH:66]=[CH:65][C:62]([CH:63]=O)=[C:61]([O:67][CH3:68])[CH:60]=1)[CH2:55][CH2:56][CH3:57].O. The catalyst is O1CCCC1.C(OCC)(=O)C. The product is [CH2:54]([N:58]([CH2:69][CH2:70][CH2:71][CH3:72])[C:59]1[CH:66]=[CH:65][C:62]([CH:63]=[CH:32][C:31]2[CH:30]=[CH:29][C:28]([CH2:27][O:9][Si:10]([C:23]([CH3:26])([CH3:25])[CH3:24])([C:17]3[CH:22]=[CH:21][CH:20]=[CH:19][CH:18]=3)[C:11]3[CH:16]=[CH:15][CH:14]=[CH:13][CH:12]=3)=[CH:53][CH:52]=2)=[C:61]([O:67][CH3:68])[CH:60]=1)[CH2:55][CH2:56][CH3:57]. The yield is 0.947. (4) The reactants are [NH2:1][C@@H:2]([CH2:33][C:34]1[CH:39]=[CH:38][CH:37]=[CH:36][CH:35]=1)[C@@H:3]([OH:32])[CH2:4][C@@H:5]([NH:19][C:20](=[O:31])[C@H:21]([C:27]([CH3:30])([CH3:29])[CH3:28])[NH:22][C:23]([O:25][CH3:26])=[O:24])[CH2:6][C:7]1[CH:12]=[CH:11][C:10]([C:13]2[CH:14]=[N:15][CH:16]=[CH:17][CH:18]=2)=[CH:9][CH:8]=1.[CH3:40][O:41][C:42]([NH:44][C@@H:45]([C:49]([CH3:52])([CH3:51])[CH3:50])[C:46](O)=[O:47])=[O:43].CCOP(ON1N=NC2C=CC=CC=2C1=O)(OCC)=O.C(N(CC)C(C)C)(C)C. The catalyst is O1CCCC1. The product is [CH2:33]([C@@H:2]([C@@H:3]([OH:32])[CH2:4][C@H:5]([CH2:6][C:7]1[CH:12]=[CH:11][C:10]([C:13]2[CH:14]=[N:15][CH:16]=[CH:17][CH:18]=2)=[CH:9][CH:8]=1)[NH:19][C:20](=[O:31])[C@H:21]([C:27]([CH3:30])([CH3:29])[CH3:28])[NH:22][C:23](=[O:24])[O:25][CH3:26])[NH:1][C:46](=[O:47])[C@@H:45]([NH:44][C:42](=[O:43])[O:41][CH3:40])[C:49]([CH3:52])([CH3:51])[CH3:50])[C:34]1[CH:35]=[CH:36][CH:37]=[CH:38][CH:39]=1. The yield is 0.370. (5) The reactants are [Br:1][CH2:2][CH2:3][CH2:4][C:5]([CH3:8])([OH:7])[CH3:6].N1C(C)=CC=CC=1C.[Si:17](OS(C(F)(F)F)(=O)=O)([C:20]([CH3:23])([CH3:22])[CH3:21])([CH3:19])[CH3:18].O. The catalyst is C(Cl)Cl. The product is [Br:1][CH2:2][CH2:3][CH2:4][C:5]([CH3:8])([O:7][Si:17]([C:20]([CH3:23])([CH3:22])[CH3:21])([CH3:19])[CH3:18])[CH3:6]. The yield is 0.800. (6) The reactants are [CH3:1][O:2][C:3]1[C:8]2[CH2:9][CH2:10][CH:11]([NH:14][CH2:15][C:16]([F:19])([F:18])[F:17])[CH2:12][CH2:13][C:7]=2[CH:6]=[CH:5][C:4]=1[NH2:20].Cl[C:22]1[N:27]=[C:26]([NH:28][C:29]2[CH:34]=[CH:33][CH:32]=[CH:31][C:30]=2[S:35]([N:38]([CH3:40])[CH3:39])(=[O:37])=[O:36])[C:25]([Cl:41])=[CH:24][N:23]=1. No catalyst specified. The product is [Cl:41][C:25]1[C:26]([NH:28][C:29]2[CH:34]=[CH:33][CH:32]=[CH:31][C:30]=2[S:35]([N:38]([CH3:40])[CH3:39])(=[O:37])=[O:36])=[N:27][C:22]([NH:20][C:4]2[CH:5]=[CH:6][C:7]3[CH2:13][CH2:12][CH:11]([NH:14][CH2:15][C:16]([F:18])([F:17])[F:19])[CH2:10][CH2:9][C:8]=3[C:3]=2[O:2][CH3:1])=[N:23][CH:24]=1. The yield is 0.349. (7) The reactants are [N:1]([C:4]1[CH:9]=[CH:8][CH:7]=[CH:6][N:5]=1)=[C:2]=[O:3].[H-].[Na+].[C:12]1([CH2:18][NH:19][C:20]([CH:22]([C:28](OCC)=[O:29])[C:23]([O:25][CH2:26][CH3:27])=[O:24])=[O:21])[CH:17]=[CH:16][CH:15]=[CH:14][CH:13]=1. The catalyst is O1CCOCC1.ClCCl. The product is [OH:29][C:28]1[N:1]([C:4]2[CH:9]=[CH:8][CH:7]=[CH:6][N:5]=2)[C:2](=[O:3])[N:19]([CH2:18][C:12]2[CH:13]=[CH:14][CH:15]=[CH:16][CH:17]=2)[C:20](=[O:21])[C:22]=1[C:23]([O:25][CH2:26][CH3:27])=[O:24]. The yield is 0.120. (8) The reactants are [H-].[Na+].[CH3:3][O:4][C:5]1[CH:6]=[C:7]2[C:11](=[CH:12][CH:13]=1)[NH:10][C:9](=[O:14])[C:8]2=[O:15].[CH3:16][O:17][C:18](=[O:25])[CH:19](Br)[CH2:20][CH:21]([CH3:23])[CH3:22]. The catalyst is CN(C)C=O.O. The product is [CH3:16][O:17][C:18](=[O:25])[CH:19]([N:10]1[C:11]2[C:7](=[CH:6][C:5]([O:4][CH3:3])=[CH:13][CH:12]=2)[C:8](=[O:15])[C:9]1=[O:14])[CH2:20][CH:21]([CH3:23])[CH3:22]. The yield is 0.870.